This data is from Full USPTO retrosynthesis dataset with 1.9M reactions from patents (1976-2016). The task is: Predict the reactants needed to synthesize the given product. The reactants are: Br[C:2]1[CH:3]=[C:4]([CH3:10])[C:5]([O:8][CH3:9])=[N:6][CH:7]=1.[NH:11]1[CH2:21][CH2:20][CH:14]([C:15]([O:17][CH2:18][CH3:19])=[O:16])[CH2:13][CH2:12]1.CC(C)([O-])C.[Na+]. Given the product [CH2:18]([O:17][C:15]([CH:14]1[CH2:20][CH2:21][N:11]([C:2]2[CH:7]=[N:6][C:5]([O:8][CH3:9])=[C:4]([CH3:10])[CH:3]=2)[CH2:12][CH2:13]1)=[O:16])[CH3:19], predict the reactants needed to synthesize it.